From a dataset of Forward reaction prediction with 1.9M reactions from USPTO patents (1976-2016). Predict the product of the given reaction. Given the reactants [CH3:1][N:2]1[CH2:7][CH2:6][NH:5][CH2:4][CH2:3]1.Br[C:9]1[CH:10]=[C:11]([N+:16]([O-:18])=[O:17])[C:12]([CH3:15])=[N:13][CH:14]=1.C1(P(C2C=CC=CC=2)C2C3OC4C(=CC=CC=4P(C4C=CC=CC=4)C4C=CC=CC=4)C(C)(C)C=3C=CC=2)C=CC=CC=1.C(=O)([O-])[O-].[Cs+].[Cs+], predict the reaction product. The product is: [CH3:1][N:2]1[CH2:7][CH2:6][N:5]([C:9]2[CH:14]=[N:13][C:12]([CH3:15])=[C:11]([N+:16]([O-:18])=[O:17])[CH:10]=2)[CH2:4][CH2:3]1.